Dataset: hERG Central: cardiac toxicity at 1µM, 10µM, and general inhibition. Task: Predict hERG channel inhibition at various concentrations. (1) The drug is COc1ccc(CCn2c(=N)c(C(=O)NC3CCCC3)cc3c(=O)n4ccccc4nc32)cc1OC. Results: hERG_inhib (hERG inhibition (general)): blocker. (2) The drug is O=C(CCCn1c(=O)oc2ccccc21)N1CCN(c2ccc(F)cc2)CC1. Results: hERG_inhib (hERG inhibition (general)): blocker. (3) The drug is Cn1c(CN2CCCC2)nc2cc(NC(=O)COc3ccc(Cl)cc3)ccc21. Results: hERG_inhib (hERG inhibition (general)): blocker. (4) The molecule is CCN(CC)CCCn1c2c(c(SCC(=O)N3CCc4ccccc43)nc1=O)CCC2. Results: hERG_inhib (hERG inhibition (general)): blocker. (5) The drug is COc1ccc(CN(Cc2cccnc2)C(=S)NCCc2ccccc2)cc1OC.O=C(O)C(=O)O. Results: hERG_inhib (hERG inhibition (general)): blocker. (6) The compound is CCOc1ccc(CN2CCN(CCCc3ccccc3)C(CCO)C2)cc1. Results: hERG_inhib (hERG inhibition (general)): blocker. (7) Results: hERG_inhib (hERG inhibition (general)): blocker. The molecule is Cn1c(CN2CCN(c3ccccc3NS(C)(=O)=O)CC2)nc2ccccc21. (8) The molecule is CCc1cc2cccc(C)c2nc1SCC(=O)N1CCN(C(=O)c2ccco2)CC1. Results: hERG_inhib (hERG inhibition (general)): blocker.